Dataset: Full USPTO retrosynthesis dataset with 1.9M reactions from patents (1976-2016). Task: Predict the reactants needed to synthesize the given product. (1) The reactants are: [F:1][C:2]([F:24])([F:23])[C:3]1[CH:8]=[CH:7][C:6]([C:9]2[C:13]3[CH:14]=[CH:15][C:16]([C:18]#[C:19][CH2:20][CH2:21]O)=[CH:17][C:12]=3[S:11][N:10]=2)=[CH:5][CH:4]=1.[CH3:25][NH:26][CH3:27]. Given the product [CH3:25][N:26]([CH3:27])[CH2:21][CH2:20][C:19]#[C:18][C:16]1[CH:15]=[CH:14][C:13]2[C:9]([C:6]3[CH:7]=[CH:8][C:3]([C:2]([F:24])([F:23])[F:1])=[CH:4][CH:5]=3)=[N:10][S:11][C:12]=2[CH:17]=1, predict the reactants needed to synthesize it. (2) Given the product [NH2:37][CH:32]1[CH2:33][CH2:34][CH2:35][CH2:36][N:30]([C:9]2[N:8]([CH2:1][C:2]3[CH:3]=[CH:4][CH:5]=[CH:6][CH:7]=3)[C:16]3[C:15](=[O:17])[N:14]([CH2:18][C:19](=[O:26])[C:20]4[CH:21]=[CH:22][CH:23]=[CH:24][CH:25]=4)[C:13](=[O:27])[N:12]([CH3:28])[C:11]=3[N:10]=2)[CH2:31]1, predict the reactants needed to synthesize it. The reactants are: [CH2:1]([N:8]1[C:16]2[C:15](=[O:17])[N:14]([CH2:18][C:19](=[O:26])[C:20]3[CH:25]=[CH:24][CH:23]=[CH:22][CH:21]=3)[C:13](=[O:27])[N:12]([CH3:28])[C:11]=2[N:10]=[C:9]1Br)[C:2]1[CH:7]=[CH:6][CH:5]=[CH:4][CH:3]=1.[NH:30]1[CH2:36][CH2:35][CH2:34][CH2:33][CH:32]([NH2:37])[CH2:31]1.C(N(CC)CC)C.O. (3) The reactants are: [C:1]1([C:17]2[CH:22]=[CH:21][CH:20]=[CH:19][CH:18]=2)[CH:6]=[CH:5][CH:4]=[CH:3][C:2]=1[C:7]([N:9]1[CH2:16][CH:15]2[CH:11]([CH2:12][NH:13][CH2:14]2)[CH2:10]1)=[O:8].Cl[C:24]1[O:25][C:26]2[CH:32]=[CH:31][CH:30]=[CH:29][C:27]=2[N:28]=1. Given the product [O:25]1[C:26]2[CH:32]=[CH:31][CH:30]=[CH:29][C:27]=2[N:28]=[C:24]1[N:13]1[CH2:14][CH:15]2[CH2:16][N:9]([C:7]([C:2]3[CH:3]=[CH:4][CH:5]=[CH:6][C:1]=3[C:17]3[CH:22]=[CH:21][CH:20]=[CH:19][CH:18]=3)=[O:8])[CH2:10][CH:11]2[CH2:12]1, predict the reactants needed to synthesize it. (4) Given the product [F:21][C@@H:19]1[CH2:20][N:16]([C:14](=[O:15])[CH2:13][NH:12][C:7]23[CH2:8][CH2:9][C:4]([C:1]([NH:24][C:25]4[S:26][CH:27]=[C:28]([C:30]5[CH:35]=[CH:34][CH:33]=[CH:32][N:31]=5)[N:29]=4)=[O:2])([CH2:11][CH2:10]2)[CH2:5][CH2:6]3)[C@H:17]([C:22]#[N:23])[CH2:18]1, predict the reactants needed to synthesize it. The reactants are: [C:1]([C:4]12[CH2:11][CH2:10][C:7]([NH:12][CH2:13][C:14]([N:16]3[CH2:20][C@@H:19]([F:21])[CH2:18][C@H:17]3[C:22]#[N:23])=[O:15])([CH2:8][CH2:9]1)[CH2:6][CH2:5]2)(O)=[O:2].[NH2:24][C:25]1[S:26][CH:27]=[C:28]([C:30]2[CH:35]=[CH:34][CH:33]=[CH:32][N:31]=2)[N:29]=1. (5) The reactants are: OO.C(O[C:10]([C:12](F)(F)F)=[O:11])(C(F)(F)F)=O.C(NC1N=[N+:21]([O-:35])[C:22]2[CH:31]=[C:30]3[C:26]([CH2:27][CH:28](N(C)C)[CH2:29]3)=[CH:25][C:23]=2[N:24]=1)C.C(O)(C(F)(F)F)=[O:37]. Given the product [N+:21]([C:22]1[CH:31]=[C:30]2[C:26]([CH2:27][CH2:28][CH2:29]2)=[CH:25][C:23]=1[NH:24][C:10](=[O:11])[CH3:12])([O-:35])=[O:37], predict the reactants needed to synthesize it. (6) The reactants are: [CH3:1][C:2]1[CH:10]=[C:9]2[C:5]([CH:6]=[N:7][NH:8]2)=[CH:4][C:3]=1[NH:11][C:12]1[C:13]2[C:20]([C:21]([OH:23])=O)=[CH:19][NH:18][C:14]=2[N:15]=[CH:16][N:17]=1.[CH3:24][NH:25][CH3:26]. Given the product [CH3:24][N:25]([CH3:26])[C:21]([C:20]1[C:13]2[C:12]([NH:11][C:3]3[CH:4]=[C:5]4[C:9](=[CH:10][C:2]=3[CH3:1])[NH:8][N:7]=[CH:6]4)=[N:17][CH:16]=[N:15][C:14]=2[NH:18][CH:19]=1)=[O:23], predict the reactants needed to synthesize it.